This data is from Catalyst prediction with 721,799 reactions and 888 catalyst types from USPTO. The task is: Predict which catalyst facilitates the given reaction. (1) Reactant: [C:1]1([C:7]2[S:8][CH:9]=[C:10]([C:12]3[CH:17]=[CH:16][N:15]=[CH:14][CH:13]=3)[N:11]=2)[CH:6]=[CH:5][CH:4]=[CH:3][CH:2]=1.C([O-])([O-])=O.[Na+].[Na+].[Br:24]Br. Product: [Br:24][C:9]1[S:8][C:7]([C:1]2[CH:2]=[CH:3][CH:4]=[CH:5][CH:6]=2)=[N:11][C:10]=1[C:12]1[CH:13]=[CH:14][N:15]=[CH:16][CH:17]=1. The catalyst class is: 22. (2) Reactant: [CH2:1]([O:3][C:4]1[CH:9]=[CH:8][N+:7]([O-])=[CH:6][CH:5]=1)[CH3:2].S(OC)([O:14][CH3:15])(=O)=O.[NH4+].[NH4+].[O-]S(OOS([O-])(=O)=O)(=O)=O. Product: [CH2:1]([O:3][C:4]1[CH:9]=[CH:8][N:7]=[C:6]([CH2:15][OH:14])[CH:5]=1)[CH3:2]. The catalyst class is: 5. (3) Reactant: [C:1]1([CH2:17][CH2:18][CH2:19][C:20]([OH:22])=[O:21])[C:14]2[C:15]3=[C:16]4[C:11](=[CH:12][CH:13]=2)[CH:10]=[CH:9][CH:8]=[C:7]4[CH:6]=[CH:5][C:4]3=[CH:3][CH:2]=1.O[N:24]1[C:28](=[O:29])[CH2:27][CH2:26][C:25]1=[O:30].ClC(N=C=N)CC(Cl)CCC. Product: [C:25]1(=[O:30])[N:24]([C:2]2[CH:3]=[C:4]3[C:15]4=[C:16]5[C:11]([CH:10]=[CH:9][CH:8]=[C:7]5[CH:6]=[CH:5]3)=[CH:12][CH:13]=[C:14]4[C:1]=2[CH2:17][CH2:18][CH2:19][C:20]([OH:22])=[O:21])[C:28](=[O:29])[CH2:27][CH2:26]1. The catalyst class is: 16. (4) Reactant: [CH2:1]([SnH:5]([CH2:10][CH2:11][CH2:12][CH3:13])[CH2:6][CH2:7][CH2:8][CH3:9])[CH2:2][CH2:3][CH3:4].[Li+].CC([N-]C(C)C)C.Cl[C:23]1[N:28]=[C:27]([CH:29]([CH3:31])[CH3:30])[CH:26]=[CH:25][N:24]=1. Product: [CH:29]([C:27]1[CH:26]=[CH:25][N:24]=[C:23]([Sn:5]([CH2:1][CH2:2][CH2:3][CH3:4])([CH2:6][CH2:7][CH2:8][CH3:9])[CH2:10][CH2:11][CH2:12][CH3:13])[N:28]=1)([CH3:31])[CH3:30]. The catalyst class is: 1. (5) Reactant: [Cl:1][C:2]1[CH:7]=[CH:6][C:5]([N:8]2[C:12]([C:13]3[CH:18]=[CH:17][C:16]([CH2:19][CH2:20][N:21]4C(=O)C5C(=CC=CC=5)C4=O)=[CH:15][CH:14]=3)=[CH:11][C:10]([C:32]([F:35])([F:34])[F:33])=[N:9]2)=[CH:4][CH:3]=1.NN. Product: [Cl:1][C:2]1[CH:7]=[CH:6][C:5]([N:8]2[C:12]([C:13]3[CH:18]=[CH:17][C:16]([CH2:19][CH2:20][NH2:21])=[CH:15][CH:14]=3)=[CH:11][C:10]([C:32]([F:34])([F:33])[F:35])=[N:9]2)=[CH:4][CH:3]=1. The catalyst class is: 10. (6) Reactant: C1(S([N:10]2[C:14]3=[N:15][CH:16]=[C:17]([CH2:19][CH:20]4[CH2:24][O:23][C:22]([CH3:26])([CH3:25])[O:21]4)[CH:18]=[C:13]3[CH:12]=[C:11]2[C:27]([C:34]2[CH:39]=[CH:38][C:37]([S:40]([CH3:43])(=[O:42])=[O:41])=[CH:36][CH:35]=2)=[CH:28][CH:29]2[CH2:33][CH2:32][CH2:31][CH2:30]2)(=O)=O)C=CC=CC=1.[F-].C([N+](CCCC)(CCCC)CCCC)CCC. Product: [CH:29]1([CH:28]=[C:27]([C:11]2[NH:10][C:14]3=[N:15][CH:16]=[C:17]([CH2:19][CH:20]4[CH2:24][O:23][C:22]([CH3:25])([CH3:26])[O:21]4)[CH:18]=[C:13]3[CH:12]=2)[C:34]2[CH:39]=[CH:38][C:37]([S:40]([CH3:43])(=[O:42])=[O:41])=[CH:36][CH:35]=2)[CH2:33][CH2:32][CH2:31][CH2:30]1. The catalyst class is: 54. (7) The catalyst class is: 11. Reactant: [CH2:1]([C:8]1[N:12]=[C:11]([CH2:13][CH2:14][C:15]([NH:17]/[N:18]=[C:19]2\[NH:20][C:21](=[O:37])[C:22]3[NH:23][C:24]([C:33]([F:36])([F:35])[F:34])=[N:25][C:26]=3[N:27]\2[CH2:28][CH2:29][CH2:30][CH2:31][CH3:32])=O)[O:10][N:9]=1)[C:2]1[CH:7]=[CH:6][CH:5]=[CH:4][CH:3]=1. Product: [CH2:1]([C:8]1[N:12]=[C:11]([CH2:13][CH2:14][C:15]2[N:20]3[C:21](=[O:37])[C:22]4[NH:23][C:24]([C:33]([F:35])([F:36])[F:34])=[N:25][C:26]=4[N:27]([CH2:28][CH2:29][CH2:30][CH2:31][CH3:32])[C:19]3=[N:18][N:17]=2)[O:10][N:9]=1)[C:2]1[CH:3]=[CH:4][CH:5]=[CH:6][CH:7]=1. (8) Reactant: O=[Si]=O.C(O)C.[C:7]([O:12][CH2:13][CH2:14][CH2:15][Si](OC)(OC)OC)(=[O:11])[C:8]([CH3:10])=[CH2:9]. The catalyst class is: 6. Product: [C:7]([O:12][CH2:13][CH2:14][CH3:15])(=[O:11])[C:8]([CH3:10])=[CH2:9]. (9) Reactant: [CH3:1][O:2][C:3]1[CH:11]=[CH:10][C:6]2[CH:7]=[CH:8]S[C:5]=2[CH:4]=1.ClC1C=C(C(OO)=O)C=CC=1.[S:23](=S)(=[O:26])([O-])[O-:24].[Na+].[Na+]. Product: [CH3:1][O:2][C:3]1[CH:11]=[CH:10][C:6]2[CH:7]=[CH:8][S:23](=[O:26])(=[O:24])[C:5]=2[CH:4]=1. The catalyst class is: 22. (10) Reactant: [CH3:1][C:2]1[CH:11]=[CH:10][CH:9]=[C:8]2[C:3]=1[CH:4]=[C:5]([CH:13]1[CH2:17][CH2:16][N:15](C(OC(C)(C)C)=O)[CH2:14]1)[NH:6][C:7]2=[O:12].[ClH:25].O1CCOCC1. Product: [ClH:25].[CH3:1][C:2]1[CH:11]=[CH:10][CH:9]=[C:8]2[C:3]=1[CH:4]=[C:5]([CH:13]1[CH2:17][CH2:16][NH:15][CH2:14]1)[NH:6][C:7]2=[O:12]. The catalyst class is: 22.